Task: Predict the product of the given reaction.. Dataset: Forward reaction prediction with 1.9M reactions from USPTO patents (1976-2016) (1) Given the reactants [N:1]1([C:6]2[CH:11]=[CH:10][CH:9]=[CH:8][N:7]=2)[CH:5]=[CH:4][CH:3]=[N:2]1.[I:12]I, predict the reaction product. The product is: [I:12][C:4]1[CH:3]=[N:2][N:1]([C:6]2[CH:11]=[CH:10][CH:9]=[CH:8][N:7]=2)[CH:5]=1. (2) The product is: [CH3:12][N:13]1[CH:17]=[C:16]([CH2:18][NH:11][C:1]23[CH2:8][CH:7]4[CH2:6][CH:5]([CH2:4][CH:3]([CH2:9]4)[CH2:2]2)[CH2:10]3)[N:15]=[N:14]1. Given the reactants [C:1]12([NH2:11])[CH2:10][CH:5]3[CH2:6][CH:7]([CH2:9][CH:3]([CH2:4]3)[CH2:2]1)[CH2:8]2.[CH3:12][N:13]1[CH:17]=[C:16]([CH:18]=O)[N:15]=[N:14]1, predict the reaction product. (3) Given the reactants [CH3:1][O:2][C:3]1[CH:4]=[C:5]([C:9](=[O:11])[CH3:10])[CH:6]=[CH:7][CH:8]=1.[C:12](=O)([O:15]C)[O:13][CH3:14].[H-].[Na+], predict the reaction product. The product is: [CH3:1][O:2][C:3]1[CH:4]=[C:5]([C:9](=[O:11])[CH2:10][C:12]([O:13][CH3:14])=[O:15])[CH:6]=[CH:7][CH:8]=1. (4) Given the reactants [N:1]1[CH:6]=[CH:5][CH:4]=[C:3]([C:7]2[CH:8]=[N:9][NH:10][C:11]=2[NH2:12])[CH:2]=1.[CH3:13][O:14][C:15]1[CH:20]=[CH:19][C:18]([C:21](=O)[CH2:22][C:23](OC)=[O:24])=[CH:17][CH:16]=1, predict the reaction product. The product is: [CH3:13][O:14][C:15]1[CH:20]=[CH:19][C:18]([C:21]2[NH:12][C:11]3[N:10]([N:9]=[CH:8][C:7]=3[C:3]3[CH:2]=[N:1][CH:6]=[CH:5][CH:4]=3)[C:23](=[O:24])[CH:22]=2)=[CH:17][CH:16]=1. (5) Given the reactants Br[C:2]1[CH:3]=[C:4]2[N:10]=[C:9]([C:11]3[CH:16]=[CH:15][CH:14]=[CH:13][C:12]=3[S:17][CH2:18][CH3:19])[N:8]([CH3:20])[C:5]2=[N:6][CH:7]=1.[CH:21]([Zn]C(C)C)([CH3:23])[CH3:22], predict the reaction product. The product is: [CH2:18]([S:17][C:12]1[CH:13]=[CH:14][CH:15]=[CH:16][C:11]=1[C:9]1[N:8]([CH3:20])[C:5]2=[N:6][CH:7]=[C:2]([CH:21]([CH3:23])[CH3:22])[CH:3]=[C:4]2[N:10]=1)[CH3:19]. (6) The product is: [Cl:28][C:13]1[N:12]2[N:16]=[C:17]([CH2:19][N:20]3[CH2:25][CH2:24][O:23][CH2:22][CH2:21]3)[N:18]=[C:11]2[CH:10]=[C:9]([C:3]2[CH:4]=[CH:5][C:6]([Cl:8])=[CH:7][C:2]=2[Cl:1])[N:14]=1. Given the reactants [Cl:1][C:2]1[CH:7]=[C:6]([Cl:8])[CH:5]=[CH:4][C:3]=1[C:9]1[N:14]=[C:13](O)[N:12]2[N:16]=[C:17]([CH2:19][N:20]3[CH2:25][CH2:24][O:23][CH2:22][CH2:21]3)[N:18]=[C:11]2[CH:10]=1.P(Cl)(Cl)([Cl:28])=O, predict the reaction product. (7) Given the reactants [H-].[Na+].[C:3]1([OH:9])[CH:8]=[CH:7][CH:6]=[CH:5][CH:4]=1.[P:10](Cl)(Cl)([O:12][C:13]1[CH:18]=[CH:17][CH:16]=[CH:15][C:14]=1[Cl:19])=[O:11], predict the reaction product. The product is: [P:10]([O:9][C:3]1[CH:8]=[CH:7][CH:6]=[CH:5][CH:4]=1)([O:9][C:3]1[CH:8]=[CH:7][CH:6]=[CH:5][CH:4]=1)([O:12][C:13]1[CH:18]=[CH:17][CH:16]=[CH:15][C:14]=1[Cl:19])=[O:11]. (8) The product is: [CH:1]1([N:6]2[CH2:12][CH2:11][C:10]3[CH:13]=[CH:14][C:15]([CH:17]4[CH2:22][CH2:21][N:20]([C:30]5[N:31]=[CH:32][C:33]([C:36]([O:38][CH3:39])=[O:37])=[N:34][CH:35]=5)[CH2:19][CH2:18]4)=[CH:16][C:9]=3[CH2:8][CH2:7]2)[CH2:5][CH2:4][CH2:3][CH2:2]1. Given the reactants [CH:1]1([N:6]2[CH2:12][CH2:11][C:10]3[CH:13]=[CH:14][C:15]([CH:17]4[CH2:22][CH2:21][NH:20][CH2:19][CH2:18]4)=[CH:16][C:9]=3[CH2:8][CH2:7]2)[CH2:5][CH2:4][CH2:3][CH2:2]1.C(=O)([O-])[O-].[K+].[K+].Cl[C:30]1[N:31]=[CH:32][C:33]([C:36]([O:38][CH3:39])=[O:37])=[N:34][CH:35]=1, predict the reaction product. (9) Given the reactants [Cl:1][C:2]1[CH:3]=[C:4]([CH:9]=[CH:10][C:11]=1[Cl:12])[C:5](=[O:8])[CH2:6]Br.[CH2:13]([C:15]1[NH:16][CH:17]=[CH:18][N:19]=1)[CH3:14].O, predict the reaction product. The product is: [Cl:1][C:2]1[CH:3]=[C:4]([C:5](=[O:8])[CH2:6][N:16]2[CH:17]=[CH:18][N:19]=[C:15]2[CH2:13][CH3:14])[CH:9]=[CH:10][C:11]=1[Cl:12].